Dataset: Full USPTO retrosynthesis dataset with 1.9M reactions from patents (1976-2016). Task: Predict the reactants needed to synthesize the given product. Given the product [CH2:1]([C:3]1[CH:4]=[CH:5][C:6]([CH2:9][CH2:10][O:11][C:12]2[CH:13]=[CH:14][C:15]([C:16]([N:32]([CH:25]3[CH:26]4[CH2:27][CH:28]5[CH2:29][C:22]([OH:21])([CH2:23][CH:24]3[CH2:30]5)[CH2:31]4)[CH3:33])=[O:18])=[CH:19][CH:20]=2)=[N:7][CH:8]=1)[CH3:2], predict the reactants needed to synthesize it. The reactants are: [CH2:1]([C:3]1[CH:4]=[CH:5][C:6]([CH2:9][CH2:10][O:11][C:12]2[CH:20]=[CH:19][C:15]([C:16]([OH:18])=O)=[CH:14][CH:13]=2)=[N:7][CH:8]=1)[CH3:2].[OH:21][C:22]12[CH2:31][CH:26]3[CH2:27][CH:28]([CH2:30][CH:24]([CH:25]3[NH:32][CH3:33])[CH2:23]1)[CH2:29]2.